From a dataset of Full USPTO retrosynthesis dataset with 1.9M reactions from patents (1976-2016). Predict the reactants needed to synthesize the given product. (1) The reactants are: [CH3:1][O:2][C:3]1[CH:8]=[CH:7][C:6]([C:9]2[N:10]([CH2:21][CH2:22][CH2:23][N:24]3[CH2:29][CH2:28][CH2:27][CH2:26][CH2:25]3)[C:11]3[C:16]([N:17]=2)=[CH:15][N:14]=[C:13]([C:18]([OH:20])=O)[N:12]=3)=[CH:5][CH:4]=1.[CH2:30]([NH:35][CH2:36][CH2:37][CH:38]([CH3:40])[CH3:39])[CH2:31][CH:32]([CH3:34])[CH3:33]. Given the product [CH2:36]([N:35]([CH2:30][CH2:31][CH:32]([CH3:34])[CH3:33])[C:18]([C:13]1[N:12]=[C:11]2[C:16]([N:17]=[C:9]([C:6]3[CH:7]=[CH:8][C:3]([O:2][CH3:1])=[CH:4][CH:5]=3)[N:10]2[CH2:21][CH2:22][CH2:23][N:24]2[CH2:25][CH2:26][CH2:27][CH2:28][CH2:29]2)=[CH:15][N:14]=1)=[O:20])[CH2:37][CH:38]([CH3:39])[CH3:40], predict the reactants needed to synthesize it. (2) Given the product [NH2:2][C:1]1[NH:6][C:5]([Br:11])=[C:4]([C:7]#[N:8])[C:3]=1[C:9]#[N:10], predict the reactants needed to synthesize it. The reactants are: [C:1]([C:3]([C:9]#[N:10])=[C:4]([C:7]#[N:8])[C:5]#[N:6])#[N:2].[BrH:11].